Dataset: Full USPTO retrosynthesis dataset with 1.9M reactions from patents (1976-2016). Task: Predict the reactants needed to synthesize the given product. (1) Given the product [NH2:23][C:5]1[CH:4]=[C:3]([C:26]([F:28])([F:29])[F:27])[C:2]([Br:1])=[CH:7][C:6]=1[NH:8][CH:9]1[CH2:10][CH2:11][N:12]([C@H:15]2[CH2:20][CH2:19][C@@H:18]([O:21][CH3:22])[CH2:17][CH2:16]2)[CH2:13][CH2:14]1, predict the reactants needed to synthesize it. The reactants are: [Br:1][C:2]1[C:3]([C:26]([F:29])([F:28])[F:27])=[CH:4][C:5]([N+:23]([O-])=O)=[C:6]([NH:8][CH:9]2[CH2:14][CH2:13][N:12]([C@H:15]3[CH2:20][CH2:19][C@@H:18]([O:21][CH3:22])[CH2:17][CH2:16]3)[CH2:11][CH2:10]2)[CH:7]=1.O.NN. (2) Given the product [Cl:11][C:12]1[CH:13]=[CH:14][C:15]([C:18]2[S:26][C:25]3[C:24](=[O:27])[N:23]([C:28]4[CH:44]=[CH:43][C:31]([O:32][CH2:33][CH2:34][NH:35][C:36](=[O:37])[CH3:1])=[C:30]([O:45][CH3:46])[CH:29]=4)[CH:22]=[N:21][C:20]=3[CH:19]=2)=[CH:16][CH:17]=1, predict the reactants needed to synthesize it. The reactants are: [C:1](O)(C(F)(F)F)=O.C(Cl)Cl.[Cl:11][C:12]1[CH:17]=[CH:16][C:15]([C:18]2[S:26][C:25]3[C:24](=[O:27])[N:23]([C:28]4[CH:44]=[CH:43][C:31]([O:32][CH2:33][CH2:34][NH:35][C:36](=O)[O:37]C(C)(C)C)=[C:30]([O:45][CH3:46])[CH:29]=4)[CH:22]=[N:21][C:20]=3[CH:19]=2)=[CH:14][CH:13]=1.CC(OC(C)=O)=O.CCN(CC)CC. (3) Given the product [Cl:1][C:2]1[N:6]([CH3:7])[N:5]=[C:4]([C:8]([N:35]([O:36][CH3:37])[CH3:34])=[O:10])[CH:3]=1, predict the reactants needed to synthesize it. The reactants are: [Cl:1][C:2]1[N:6]([CH3:7])[N:5]=[C:4]([C:8]([OH:10])=O)[CH:3]=1.Cl.C(N=C=NCCCN(C)C)C.ON1C2C=CC=CC=2N=N1.Cl.[CH3:34][NH:35][O:36][CH3:37]. (4) Given the product [O:24]=[C:15]1[NH:16][CH2:17][C@@H:18]2[C@H:23]([CH2:22][CH2:21][CH2:20][CH2:19]2)[N:14]1[CH:11]1[CH2:12][CH2:13][N:8]([C:2]2([CH3:1])[CH2:7][CH2:6][N:5]([C:33]([O:35][CH:36]([CH3:38])[CH3:37])=[O:34])[CH2:4][CH2:3]2)[CH2:9][CH2:10]1, predict the reactants needed to synthesize it. The reactants are: [CH3:1][C:2]1([N:8]2[CH2:13][CH2:12][CH:11]([N:14]3[C@@H:23]4[C@H:18]([CH2:19][CH2:20][CH2:21][CH2:22]4)[CH2:17][NH:16][C:15]3=[O:24])[CH2:10][CH2:9]2)[CH2:7][CH2:6][NH:5][CH2:4][CH2:3]1.C(N(CC)CC)C.Cl[C:33]([O:35][CH:36]([CH3:38])[CH3:37])=[O:34]. (5) The reactants are: [CH:1]1([CH2:4][OH:5])[CH2:3][CH2:2]1.[H-].[Na+].Cl[C:9]1[CH:18]=[N:17][C:16]2[C:15](=[O:19])[NH:14][CH:13]=[N:12][C:11]=2[CH:10]=1. Given the product [CH:1]1([CH2:4][O:5][C:9]2[CH:18]=[N:17][C:16]3[C:15](=[O:19])[NH:14][CH:13]=[N:12][C:11]=3[CH:10]=2)[CH2:3][CH2:2]1, predict the reactants needed to synthesize it. (6) Given the product [Cl:6][C:7]1[CH:8]=[CH:9][C:10]([S:13]([C:16]([C:21]2[CH:26]=[C:25]([F:27])[CH:24]=[CH:23][C:22]=2[F:28])([CH3:2])[C@H:17]([CH3:20])[CH2:18][OH:19])(=[O:15])=[O:14])=[CH:11][CH:12]=1, predict the reactants needed to synthesize it. The reactants are: N1C=CN=[CH:2]1.[Cl:6][C:7]1[CH:12]=[CH:11][C:10]([S:13]([C@H:16]([C:21]2[CH:26]=[C:25]([F:27])[CH:24]=[CH:23][C:22]=2[F:28])[C@H:17]([CH3:20])[CH2:18][OH:19])(=[O:15])=[O:14])=[CH:9][CH:8]=1.[Si](Cl)(C(C)(C)C)(C)C.[H-].[Na+].CI.[F-].C([N+](CCCC)(CCCC)CCCC)CCC. (7) Given the product [Cl:1][C:2]1[CH:7]=[CH:6][CH:5]=[CH:4][C:3]=1[C:8]1[C:21](=[O:22])[N:20]([CH:23]2[CH2:25][CH2:24]2)[C:11]2[N:12]=[C:13]([S:16]([CH3:19])(=[O:17])=[O:18])[N:14]=[CH:15][C:10]=2[CH:9]=1, predict the reactants needed to synthesize it. The reactants are: [Cl:1][C:2]1[CH:7]=[CH:6][CH:5]=[CH:4][C:3]=1[C:8]1[C:21](=[O:22])[N:20]([CH3:23])[C:11]2[N:12]=[C:13]([S:16]([CH3:19])(=[O:18])=[O:17])[N:14]=[CH:15][C:10]=2[CH:9]=1.[CH:24]1(N)C[CH2:25]1. (8) Given the product [CH:1]1([N:6]2[CH2:12][C:11]([F:13])([F:14])[C:10](=[O:15])[N:9]([CH3:16])[C:8]3[CH:17]=[N:18][C:19]([NH:21][C:22]4[CH:30]=[CH:29][C:25]([C:26]([NH:44][CH:52]5[CH2:47][N:48]([CH3:49])[CH2:51]5)=[O:28])=[CH:24][C:23]=4[O:31][CH3:32])=[N:20][C:7]2=3)[CH2:2][CH2:3][CH2:4][CH2:5]1, predict the reactants needed to synthesize it. The reactants are: [CH:1]1([N:6]2[CH2:12][C:11]([F:14])([F:13])[C:10](=[O:15])[N:9]([CH3:16])[C:8]3[CH:17]=[N:18][C:19]([NH:21][C:22]4[CH:30]=[CH:29][C:25]([C:26]([OH:28])=O)=[CH:24][C:23]=4[O:31][CH3:32])=[N:20][C:7]2=3)[CH2:5][CH2:4][CH2:3][CH2:2]1.F[P-](F)(F)(F)(F)F.CN(C(N(C)C)=[N+:44]1[C:52]2[C:47](=[N:48][CH:49]=C[CH:51]=2)[N+]([O-])=N1)C.C(N(C(C)C)C(C)C)C.CN1CC(N)C1. (9) Given the product [C:1]1([CH:7]([C:47]2[CH:48]=[CH:49][CH:50]=[CH:51][CH:52]=2)[N:8]2[CH:13]=[CH:12][CH:11]=[C:10]([C:14]([NH:16][C@@H:17]([CH2:25][CH2:26][CH2:27][NH:28][C:65](=[S:66])[NH:64][C:62]([O:61][CH2:59][CH3:60])=[O:63])[C:18]([O:20][C:21]([CH3:22])([CH3:23])[CH3:24])=[O:19])=[O:15])[C:9]2=[O:46])[CH:6]=[CH:5][CH:4]=[CH:3][CH:2]=1, predict the reactants needed to synthesize it. The reactants are: [C:1]1([CH:7]([C:47]2[CH:52]=[CH:51][CH:50]=[CH:49][CH:48]=2)[N:8]2[CH:13]=[CH:12][CH:11]=[C:10]([C:14]([NH:16][C@@H:17]([CH2:25][CH2:26][CH2:27][NH:28]C(OCC3C4C=CC=CC=4C4C3=CC=CC=4)=O)[C:18]([O:20][C:21]([CH3:24])([CH3:23])[CH3:22])=[O:19])=[O:15])[C:9]2=[O:46])[CH:6]=[CH:5][CH:4]=[CH:3][CH:2]=1.N1CCCCC1.[CH2:59]([O:61][C:62]([N:64]=[C:65]=[S:66])=[O:63])[CH3:60].